This data is from Forward reaction prediction with 1.9M reactions from USPTO patents (1976-2016). The task is: Predict the product of the given reaction. (1) Given the reactants [N:1]1([C:11]([O:13][C:14]([CH3:17])([CH3:16])[CH3:15])=[O:12])[CH2:6][CH2:5][CH:4]([C:7]([O:9][CH3:10])=[O:8])[CH2:3][CH2:2]1.[Li+].[CH3:19][CH:20]([N-:22]C(C)C)C.BrCC#N, predict the reaction product. The product is: [C:20]([CH2:19][C:4]1([C:7]([O:9][CH3:10])=[O:8])[CH2:3][CH2:2][N:1]([C:11]([O:13][C:14]([CH3:17])([CH3:16])[CH3:15])=[O:12])[CH2:6][CH2:5]1)#[N:22]. (2) Given the reactants [N:1]1[C:10]2[C:5](=[CH:6][CH:7]=[CH:8][CH:9]=2)[CH:4]=[CH:3][C:2]=1[C:11]1[CH:12]=[C:13]([CH:28]=[CH:29][CH:30]=1)[O:14][C:15]1[CH:27]=[CH:26][C:25]2[C:24]3[C:19](=[CH:20][CH:21]=[CH:22][CH:23]=3)[NH:18][C:17]=2[CH:16]=1.C([O-])([O-])=O.[K+].[K+].Br[C:38]1[CH:43]=[C:42]([CH3:44])[CH:41]=[CH:40][N:39]=1.CN1C=CN=C1, predict the reaction product. The product is: [CH3:44][C:42]1[CH:41]=[CH:40][N:39]=[C:38]([N:18]2[C:17]3[CH:16]=[C:15]([O:14][C:13]4[CH:28]=[CH:29][CH:30]=[C:11]([C:2]5[CH:3]=[CH:4][C:5]6[C:10](=[CH:9][CH:8]=[CH:7][CH:6]=6)[N:1]=5)[CH:12]=4)[CH:27]=[CH:26][C:25]=3[C:24]3[C:19]2=[CH:20][CH:21]=[CH:22][CH:23]=3)[CH:43]=1. (3) Given the reactants Cl[C:2]1[C:7]([C:8]2[CH:9]=[N:10][C:11](/[CH:14]=[CH:15]/[C@H:16]3[C@H:24]([CH3:25])[C:23]([F:27])([F:26])[CH2:22][C@:21]4([OH:28])[C@H:17]3[C@@H:18]([CH3:30])[O:19][C:20]4=[O:29])=[CH:12][CH:13]=2)=[CH:6][CH:5]=[CH:4][N:3]=1.[Br-].[CH:32]1([Zn+])[CH2:34][CH2:33]1.O1CCCC1.SC1N=NN=C(S)C=1, predict the reaction product. The product is: [CH:32]1([C:2]2[C:7]([C:8]3[CH:9]=[N:10][C:11](/[CH:14]=[CH:15]/[C@H:16]4[C@H:24]([CH3:25])[C:23]([F:27])([F:26])[CH2:22][C@:21]5([OH:28])[C@H:17]4[C@@H:18]([CH3:30])[O:19][C:20]5=[O:29])=[CH:12][CH:13]=3)=[CH:6][CH:5]=[CH:4][N:3]=2)[CH2:34][CH2:33]1. (4) The product is: [C:10]([O:9][C:7]1[CH:6]=[CH:5][C:3]([OH:4])=[C:2]([CH3:1])[CH:8]=1)(=[O:17])[C:11]1[CH:16]=[CH:15][CH:14]=[CH:13][CH:12]=1. Given the reactants [CH3:1][C:2]1[CH:8]=[C:7]([OH:9])[CH:6]=[CH:5][C:3]=1[OH:4].[C:10](Cl)(=[O:17])[C:11]1[CH:16]=[CH:15][CH:14]=[CH:13][CH:12]=1, predict the reaction product. (5) The product is: [Cl:32][C:33]1[N:38]=[C:37]([CH2:39][C:14]([C:13]2[CH:12]=[C:11]([NH:10][S:7]([C:1]3[CH:2]=[CH:3][CH:4]=[CH:5][CH:6]=3)(=[O:8])=[O:9])[CH:21]=[CH:20][CH:19]=2)=[O:16])[CH:36]=[CH:35][N:34]=1. Given the reactants [C:1]1([S:7]([NH:10][C:11]2[CH:12]=[C:13]([CH:19]=[CH:20][CH:21]=2)[C:14]([O:16]CC)=O)(=[O:9])=[O:8])[CH:6]=[CH:5][CH:4]=[CH:3][CH:2]=1.[Li+].C[Si]([N-][Si](C)(C)C)(C)C.[Cl:32][C:33]1[N:38]=[C:37]([CH3:39])[CH:36]=[CH:35][N:34]=1, predict the reaction product. (6) Given the reactants Br[CH2:2][C:3]1[CH:18]=[CH:17][C:6]2[N:7]=[C:8]([C:10]3[C:14](C)=[N:13][NH:12][C:11]=3[NH2:16])[S:9][C:5]=2[CH:4]=1.[NH2:19][C:20]1[CH:21]=[C:22]([S:26]([NH:29][CH3:30])(=[O:28])=[O:27])[CH:23]=[CH:24][CH:25]=1, predict the reaction product. The product is: [NH2:16][C:11]1[NH:12][N:13]=[CH:14][C:10]=1[C:8]1[S:9][C:5]2[CH:4]=[C:3]([CH2:2][NH:19][C:20]3[CH:21]=[C:22]([S:26]([NH:29][CH3:30])(=[O:28])=[O:27])[CH:23]=[CH:24][CH:25]=3)[CH:18]=[CH:17][C:6]=2[N:7]=1. (7) Given the reactants [NH2:1][C:2]1[CH:22]=[CH:21][C:5]([O:6][C:7]2[CH:12]=[CH:11][N:10]=[C:9]([NH:13][C:14]3[CH:19]=[CH:18][C:17]([F:20])=[CH:16][CH:15]=3)[N:8]=2)=[C:4]([F:23])[CH:3]=1.[F:24][C:25]1[CH:30]=[CH:29][C:28]([CH2:31][C:32]([N:34]=[C:35]=[O:36])=[O:33])=[CH:27][CH:26]=1.COC1C=CC(CNC2N=CN=C(OC3C=CC(NC(NC(=O)CC4C=CC(F)=CC=4)=O)=CC=3F)C=2)=CC=1, predict the reaction product. The product is: [F:23][C:4]1[CH:3]=[C:2]([NH:1][C:35]([NH:34][C:32](=[O:33])[CH2:31][C:28]2[CH:29]=[CH:30][C:25]([F:24])=[CH:26][CH:27]=2)=[O:36])[CH:22]=[CH:21][C:5]=1[O:6][C:7]1[CH:12]=[CH:11][N:10]=[C:9]([NH:13][C:14]2[CH:15]=[CH:16][C:17]([F:20])=[CH:18][CH:19]=2)[N:8]=1.